Dataset: Forward reaction prediction with 1.9M reactions from USPTO patents (1976-2016). Task: Predict the product of the given reaction. (1) The product is: [C:19]([O:18][C:16]([NH:5][C@:4]([CH3:3])([C:13]([OH:15])=[O:14])[CH2:6][C:7]1[CH:8]=[CH:9][CH:10]=[CH:11][CH:12]=1)=[O:17])([CH3:22])([CH3:21])[CH3:20]. Given the reactants [OH-].[Na+].[CH3:3][C@@:4]([C:13]([OH:15])=[O:14])([CH2:6][C:7]1[CH:12]=[CH:11][CH:10]=[CH:9][CH:8]=1)[NH2:5].[C:16](O[C:16]([O:18][C:19]([CH3:22])([CH3:21])[CH3:20])=[O:17])([O:18][C:19]([CH3:22])([CH3:21])[CH3:20])=[O:17].Cl, predict the reaction product. (2) Given the reactants Br.[N:2]1[C:3](=[O:11])[CH2:4][N:5]2[CH:10]=[CH:9][CH:8]=[CH:7][C:6]=12.[CH3:12][C:13]1[C:21]2[C:20]([CH:22]=O)=[CH:19][S:18][C:17]=2[CH:16]=[CH:15][CH:14]=1, predict the reaction product. The product is: [CH3:12][C:13]1[C:21]2[C:20]([CH:22]=[C:4]3[N:5]4[CH:10]=[CH:9][CH:8]=[CH:7][C:6]4=[N:2][C:3]3=[O:11])=[CH:19][S:18][C:17]=2[CH:16]=[CH:15][CH:14]=1. (3) Given the reactants C([Li])CCC.[CH2:6]([S:8][C:9]1[N:13]2[C:14](C)=[CH:15][CH:16]=[CH:17][C:12]2=[CH:11][N:10]=1)[CH3:7].[CH2:19]([Sn:23](Cl)([CH2:28][CH2:29][CH2:30][CH3:31])[CH2:24][CH2:25][CH2:26][CH3:27])[CH2:20][CH2:21][CH3:22], predict the reaction product. The product is: [CH2:6]([S:8][C:9]1[N:13]2[C:14]([Sn:23]([CH2:24][CH2:25][CH2:26][CH3:27])([CH2:28][CH2:29][CH2:30][CH3:31])[CH2:19][CH2:20][CH2:21][CH3:22])=[CH:15][CH:16]=[CH:17][C:12]2=[CH:11][N:10]=1)[CH3:7]. (4) Given the reactants [NH2:1][C@@H:2]([CH3:12])[CH2:3][NH:4][C:5](=[O:11])[O:6][C:7]([CH3:10])([CH3:9])[CH3:8].Cl[C:14]1[CH:15]=[N:16][C:17]2[C:22]([C:23]=1[N+]([O-])=O)=[CH:21][CH:20]=[CH:19][CH:18]=2.C([N:29](CC)CC)C.[OH2:34].[Cl-].[Na+].[OH2:37], predict the reaction product. The product is: [N+:29]([C:14]1[CH:15]=[N:16][C:17]2[C:22]([C:23]=1[NH:1][C@@H:2]([CH3:12])[CH2:3][NH:4][C:5](=[O:11])[O:6][C:7]([CH3:8])([CH3:10])[CH3:9])=[CH:21][CH:20]=[CH:19][CH:18]=2)([O-:37])=[O:34]. (5) Given the reactants Br[CH2:2][C:3]1[CH:4]=[C:5]([CH:10]=[C:11]([CH2:13]Br)[CH:12]=1)[C:6]([O:8][CH3:9])=[O:7].[N:15]1[CH:20]=[CH:19][CH:18]=[CH:17][C:16]=1[CH2:21][NH:22][CH2:23][C:24]1[CH:29]=[CH:28][CH:27]=[CH:26][N:25]=1.C([O-])([O-])=O.[K+].[K+], predict the reaction product. The product is: [N:15]1[CH:20]=[CH:19][CH:18]=[CH:17][C:16]=1[CH2:21][N:22]([CH2:2][C:3]1[CH:4]=[C:5]([CH:10]=[C:11]([CH2:13][N:22]([CH2:21][C:16]2[CH:17]=[CH:18][CH:19]=[CH:20][N:15]=2)[CH2:23][C:24]2[CH:29]=[CH:28][CH:27]=[CH:26][N:25]=2)[CH:12]=1)[C:6]([O:8][CH3:9])=[O:7])[CH2:23][C:24]1[CH:29]=[CH:28][CH:27]=[CH:26][N:25]=1. (6) Given the reactants [C:1]([C:3]1[CH:8]=[CH:7][C:6]([N:9]2[CH:17]([CH:18]3[CH2:22][CH2:21][CH2:20][CH2:19]3)[CH:16]3[C:11]([C:12]4[CH:26]=[CH:25][C:24]([C:27]([OH:29])=[O:28])=[CH:23][C:13]=4[CH2:14][CH2:15]3)=[N:10]2)=[CH:5][C:4]=1[CH3:30])#[N:2].C(O)C.C(=O)=O, predict the reaction product. The product is: [C:1]([C:3]1[CH:8]=[CH:7][C:6]([N:9]2[C@@H:17]([CH:18]3[CH2:19][CH2:20][CH2:21][CH2:22]3)[C@@H:16]3[C:11]([C:12]4[CH:26]=[CH:25][C:24]([C:27]([OH:29])=[O:28])=[CH:23][C:13]=4[CH2:14][CH2:15]3)=[N:10]2)=[CH:5][C:4]=1[CH3:30])#[N:2].